From a dataset of Full USPTO retrosynthesis dataset with 1.9M reactions from patents (1976-2016). Predict the reactants needed to synthesize the given product. (1) Given the product [CH:33]([N:13]1[C:14]([O:26][C:27]2[CH:32]=[CH:31][CH:30]=[CH:29][CH:28]=2)=[C:15]([CH2:16][C:17]2[CH:18]=[CH:19][C:20]([O:23][CH3:24])=[CH:21][CH:22]=2)[C:11](=[O:10])[NH:12]1)([CH3:34])[CH3:35], predict the reactants needed to synthesize it. The reactants are: [BH4-].[Na+].C([O:10][C:11]1[C:15]([C:16](=O)[C:17]2[CH:22]=[CH:21][C:20]([O:23][CH3:24])=[CH:19][CH:18]=2)=[C:14]([O:26][C:27]2[CH:32]=[CH:31][CH:30]=[CH:29][CH:28]=2)[N:13]([CH:33]([CH3:35])[CH3:34])[N:12]=1)C1C=CC=CC=1.C(O)(=O)CC(CC(O)=O)(C(O)=O)O. (2) Given the product [Br:11][C:12]1[N:17]=[C:16]([NH:18][C:6]2[CH:5]=[C:4]([CH:2]([F:1])[CH3:3])[CH:9]=[CH:8][N:7]=2)[CH:15]=[C:14]([CH3:19])[CH:13]=1, predict the reactants needed to synthesize it. The reactants are: [F:1][CH:2]([C:4]1[CH:9]=[CH:8][N:7]=[C:6](I)[CH:5]=1)[CH3:3].[Br:11][C:12]1[N:17]=[C:16]([NH2:18])[CH:15]=[C:14]([CH3:19])[CH:13]=1.CC([O-])(C)C.[K+].C1C=CC(P(C2C(C3C(P(C4C=CC=CC=4)C4C=CC=CC=4)=CC=C4C=3C=CC=C4)=C3C(C=CC=C3)=CC=2)C2C=CC=CC=2)=CC=1. (3) Given the product [CH:1]1([CH2:7][N:8]([CH2:17][CH:18]=[O:19])[C:9](=[O:16])[CH2:10][CH2:11][CH2:12][N+:13]([O-:15])=[O:14])[CH2:2][CH2:3][CH2:4][CH2:5][CH2:6]1, predict the reactants needed to synthesize it. The reactants are: [CH:1]1([CH2:7][N:8]([CH2:17][CH:18](OCC)[O:19]CC)[C:9](=[O:16])[CH2:10][CH2:11][CH2:12][N+:13]([O-:15])=[O:14])[CH2:6][CH2:5][CH2:4][CH2:3][CH2:2]1.FC(F)(F)C(O)=O. (4) Given the product [Si:1]([O:18][CH2:19][C:20]1[N:21]=[CH:22][N:23]([CH2:25][O:32][CH2:31][CH2:30][Si:29]([CH3:36])([CH3:35])[CH3:28])[C:24]=1[CH3:37])([C:14]([CH3:16])([CH3:17])[CH3:15])([C:2]1[CH:3]=[CH:4][CH:5]=[CH:6][CH:7]=1)[C:8]1[CH:13]=[CH:12][CH:11]=[CH:10][CH:9]=1.[Si:1]([O:18][CH2:19][C:20]1[N:21]([CH2:33][O:32][CH2:31][CH2:30][Si:29]([CH3:36])([CH3:35])[CH3:28])[CH:22]=[N:23][C:24]=1[CH3:37])([C:14]([CH3:16])([CH3:17])[CH3:15])([C:8]1[CH:13]=[CH:12][CH:11]=[CH:10][CH:9]=1)[C:2]1[CH:7]=[CH:6][CH:5]=[CH:4][CH:3]=1, predict the reactants needed to synthesize it. The reactants are: [Si:1]([O:18][CH2:19][C:20]1[N:21]=[CH:22][N:23]([CH2:25]C=C)[CH:24]=1)([C:14]([CH3:17])([CH3:16])[CH3:15])([C:8]1[CH:13]=[CH:12][CH:11]=[CH:10][CH:9]=1)[C:2]1[CH:7]=[CH:6][CH:5]=[CH:4][CH:3]=1.[CH3:28][Si:29]([CH3:36])([CH3:35])[CH2:30][CH2:31][O:32][CH2:33]Cl.[C:37](#N)C. (5) Given the product [CH2:1]([S:8][C:9]1[C:10]([Cl:16])=[C:11]([N:17]2[CH2:22][CH2:21][O:20][CH2:19][C:18]2=[O:23])[CH:12]=[CH:13][CH:14]=1)[C:2]1[CH:7]=[CH:6][CH:5]=[CH:4][CH:3]=1, predict the reactants needed to synthesize it. The reactants are: [CH2:1]([S:8][C:9]1[CH:14]=[CH:13][CH:12]=[C:11](Br)[C:10]=1[Cl:16])[C:2]1[CH:7]=[CH:6][CH:5]=[CH:4][CH:3]=1.[NH:17]1[CH2:22][CH2:21][O:20][CH2:19][C:18]1=[O:23]. (6) Given the product [OH:30][CH:31]([CH2:51][C:52]1[CH:57]=[CH:56][CH:55]=[CH:54][CH:53]=1)[CH2:32][CH2:33][CH:34]1[CH2:38][CH2:37][C:36](=[O:39])[N:35]1[CH2:40][CH2:41][CH2:42][C:43]1[CH:44]=[CH:45][C:46]([C:47]#[N:48])=[CH:49][CH:50]=1, predict the reactants needed to synthesize it. The reactants are: C([Si](C)(C)OC(CC1C=CC=CC=1)CCC1NC(=O)CC1)(C)(C)C.C([Si](C)(C)[O:30][CH:31]([CH2:51][C:52]1[CH:57]=[CH:56][CH:55]=[CH:54][CH:53]=1)[CH2:32][CH2:33][CH:34]1[CH2:38][CH2:37][C:36](=[O:39])[N:35]1[CH2:40][CH2:41][CH2:42][C:43]1[CH:50]=[CH:49][C:46]([C:47]#[N:48])=[CH:45][CH:44]=1)(C)(C)C.CCCC[N+](CCCC)(CCCC)CCCC.[F-]. (7) Given the product [C:1]([O:5][C:6]([N:8]1[CH2:13][CH2:12][C@H:11]([NH:27][C@@H:20]([C:21]2[CH:26]=[CH:25][CH:24]=[CH:23][CH:22]=2)[CH3:19])[C@H:10]([C:15]([F:18])([F:17])[F:16])[CH2:9]1)=[O:7])([CH3:4])([CH3:3])[CH3:2], predict the reactants needed to synthesize it. The reactants are: [C:1]([O:5][C:6]([N:8]1[CH2:13][CH2:12][C:11](=O)[CH:10]([C:15]([F:18])([F:17])[F:16])[CH2:9]1)=[O:7])([CH3:4])([CH3:3])[CH3:2].[CH3:19][C@@H:20]([NH2:27])[C:21]1[CH:26]=[CH:25][CH:24]=[CH:23][CH:22]=1.C1(C)C=CC(S(O)(=O)=O)=CC=1.[BH4-].[Na+]. (8) Given the product [CH3:8][C:6]1[CH:5]=[N:4][C:3]2[NH:9][C:10]3[C:15]([C:2]=2[CH:7]=1)=[CH:14][CH:13]=[CH:12][CH:11]=3, predict the reactants needed to synthesize it. The reactants are: Br[C:2]1[C:3]([NH:9][C:10]2[CH:15]=[CH:14][CH:13]=[CH:12][CH:11]=2)=[N:4][CH:5]=[C:6]([CH3:8])[CH:7]=1.C1CCN2C(=NCCC2)CC1.O. (9) Given the product [CH2:8]([O:10][C:11](=[O:24])[CH2:12][CH2:13][C:14]1[C:22]2[C:21](=[O:23])[CH2:20][CH2:19][CH2:18][C:17]=2[NH:16][C:15]=1[CH:3]=[O:4])[CH3:9], predict the reactants needed to synthesize it. The reactants are: FC(F)(F)[C:3](O)=[O:4].[CH2:8]([O:10][C:11](=[O:24])[CH2:12][CH2:13][C:14]1[C:22]2[C:21](=[O:23])[CH2:20][CH2:19][CH2:18][C:17]=2[NH:16][CH:15]=1)[CH3:9].COC(OC)OC.[OH-].[Na+]. (10) Given the product [CH3:9][S:10]([C:13]1[CH:14]=[CH:15][C:16]([CH2:17][O:18][C:19]2[CH:20]=[N:21][C:22]([N:25]3[CH2:30][CH2:29][N:28]([C:33]([O:34][CH:35]4[CH2:38][CH2:37][CH2:36]4)=[O:39])[CH2:27][CH2:26]3)=[N:23][CH:24]=2)=[CH:31][CH:32]=1)(=[O:12])=[O:11], predict the reactants needed to synthesize it. The reactants are: C(N(CC)CC)C.Cl.[CH3:9][S:10]([C:13]1[CH:32]=[CH:31][C:16]([CH2:17][O:18][C:19]2[CH:20]=[N:21][C:22]([N:25]3[CH2:30][CH2:29][NH:28][CH2:27][CH2:26]3)=[N:23][CH:24]=2)=[CH:15][CH:14]=1)(=[O:12])=[O:11].[C:33](=O)([O:39]N1C(=O)CCC1=O)[O:34][CH:35]1[CH2:38][CH2:37][CH2:36]1.